This data is from Full USPTO retrosynthesis dataset with 1.9M reactions from patents (1976-2016). The task is: Predict the reactants needed to synthesize the given product. Given the product [CH3:10][N:11]1[CH2:16][CH2:15][N:14]([C:2]2[CH:9]=[CH:8][C:5]([C:6]#[N:7])=[CH:4][CH:3]=2)[CH2:13][CH2:12]1, predict the reactants needed to synthesize it. The reactants are: F[C:2]1[CH:9]=[CH:8][C:5]([C:6]#[N:7])=[CH:4][CH:3]=1.[CH3:10][N:11]1[CH2:16][CH2:15][NH:14][CH2:13][CH2:12]1.C(=O)([O-])[O-].[K+].[K+].O.